Dataset: Reaction yield outcomes from USPTO patents with 853,638 reactions. Task: Predict the reaction yield, written as a fraction of the theoretical maximum amount of product (1.0 means a 100% yield; for example, 0.34 means a 34% yield). (1) The reactants are [Cl:1][C:2]1[CH:20]=[CH:19][C:18]([Cl:21])=[CH:17][C:3]=1[CH2:4][N:5]1[C:10](=[O:11])[CH2:9][NH:8][C:7]2[N:12]=[CH:13][C:14](I)=[CH:15][C:6]1=2.[N:22]1([CH:27]2[CH2:32][CH2:31][N:30]([C:33]([C:35]3[CH:40]=[CH:39][C:38](B4OC(C)(C)C(C)(C)O4)=[CH:37][CH:36]=3)=[O:34])[CH2:29][CH2:28]2)[CH2:26][CH2:25][CH2:24][CH2:23]1. No catalyst specified. The product is [Cl:1][C:2]1[CH:20]=[CH:19][C:18]([Cl:21])=[CH:17][C:3]=1[CH2:4][N:5]1[C:10](=[O:11])[CH2:9][NH:8][C:7]2[N:12]=[CH:13][C:14]([C:38]3[CH:39]=[CH:40][C:35]([C:33]([N:30]4[CH2:29][CH2:28][CH:27]([N:22]5[CH2:23][CH2:24][CH2:25][CH2:26]5)[CH2:32][CH2:31]4)=[O:34])=[CH:36][CH:37]=3)=[CH:15][C:6]1=2. The yield is 0.420. (2) The reactants are [CH3:1][C:2]1[C:16](=[O:17])[N:15]=[C:14]2[N:4]([C@@H:5]3[O:9][C@H:8]([CH2:10][OH:11])[C@@H:7]([OH:12])[C@@H:6]3[O:13]2)[CH:3]=1.[CH3:18][O:19][CH2:20][CH2:21][O:22]B([O:22][CH2:21][CH2:20][O:19][CH3:18])[O:22][CH2:21][CH2:20][O:19][CH3:18]. The catalyst is COCCO. The product is [CH3:18][O:19][CH2:20][CH2:21][O:22][C@@H:6]1[C@H:7]([OH:12])[C@@H:8]([CH2:10][OH:11])[O:9][C@H:5]1[N:4]1[CH:3]=[C:2]([CH3:1])[C:16](=[O:17])[NH:15][C:14]1=[O:13]. The yield is 0.630. (3) The catalyst is CCO.[Pd]. The yield is 0.270. The reactants are [C:1](=[O:19])([O:17][CH3:18])[O:2][C:3]1[C:8]([N+:9]([O-])=O)=[CH:7][C:6]([F:12])=[CH:5][C:4]=1[C:13]([CH3:16])([CH3:15])[CH3:14].C([O-])=O.[NH4+]. The product is [C:1](=[O:19])([O:17][CH3:18])[O:2][C:3]1[C:8]([NH2:9])=[CH:7][C:6]([F:12])=[CH:5][C:4]=1[C:13]([CH3:14])([CH3:15])[CH3:16]. (4) The reactants are [Cl:1][C:2]1[CH:3]=[CH:4][C:5]([OH:26])=[C:6]([CH:25]=1)[C:7]([NH:9][C:10]1[S:11][C:12]([C:19](=[O:24])[C:20]([CH3:23])([CH3:22])[CH3:21])=[C:13]([C:15]([CH3:18])([CH3:17])[CH3:16])[N:14]=1)=[O:8].[N:27]1([C:33](Cl)=[O:34])[CH2:32][CH2:31][O:30][CH2:29][CH2:28]1. No catalyst specified. The product is [Cl:1][C:2]1[CH:3]=[CH:4][C:5]([O:26][C:33]([N:27]2[CH2:32][CH2:31][O:30][CH2:29][CH2:28]2)=[O:34])=[C:6]([CH:25]=1)[C:7]([NH:9][C:10]1[S:11][C:12]([C:19](=[O:24])[C:20]([CH3:23])([CH3:22])[CH3:21])=[C:13]([C:15]([CH3:18])([CH3:16])[CH3:17])[N:14]=1)=[O:8]. The yield is 0.931. (5) The reactants are [OH:1][C:2]1[C:11]([C:12]#[N:13])=[C:10]([C:14]2[S:15][CH:16]=[CH:17][CH:18]=2)[C:9]2[CH2:8][CH2:7][CH2:6][CH2:5][C:4]=2[N:3]=1.C([O-])([O-])=O.[K+].[K+].Br[CH:26]([C:31]1[CH:36]=[CH:35][CH:34]=[CH:33][CH:32]=1)[C:27]([O:29][CH3:30])=[O:28]. The catalyst is CC(C)=O. The product is [C:12]([C:11]1[C:2]([O:1][CH:26]([C:31]2[CH:36]=[CH:35][CH:34]=[CH:33][CH:32]=2)[C:27]([O:29][CH3:30])=[O:28])=[N:3][C:4]2[CH2:5][CH2:6][CH2:7][CH2:8][C:9]=2[C:10]=1[C:14]1[S:15][CH:16]=[CH:17][CH:18]=1)#[N:13]. The yield is 0.550. (6) The reactants are CC1C=CC(S([O:11][CH2:12][CH2:13][CH2:14][C:15]([CH3:20])([S:17][S:18][CH3:19])[CH3:16])(=O)=O)=CC=1.O[C:22]1[CH:27]=[C:26]([C:28]([O:30][CH2:31][CH3:32])=[O:29])[N:25]=[C:24]([C:33]([O:35][CH2:36][CH3:37])=[O:34])[CH:23]=1.C(=O)([O-])[O-].[K+].[K+]. The catalyst is CN(C)C=O. The product is [CH3:20][C:15]([S:17][S:18][CH3:19])([CH3:16])[CH2:14][CH2:13][CH2:12][O:11][C:22]1[CH:23]=[C:24]([C:33]([O:35][CH2:36][CH3:37])=[O:34])[N:25]=[C:26]([C:28]([O:30][CH2:31][CH3:32])=[O:29])[CH:27]=1. The yield is 0.520. (7) The reactants are [CH3:1][O:2][C:3]1[CH:9]=[CH:8][CH:7]=[C:6]([CH3:10])[C:4]=1[NH2:5].[Br:11]Br. The catalyst is CO.C(O)(=O)C. The product is [Br:11][C:8]1[CH:7]=[C:6]([CH3:10])[C:4]([NH2:5])=[C:3]([O:2][CH3:1])[CH:9]=1. The yield is 0.910. (8) The reactants are N[C:2]1[C:3]([C:14]2[C:15]([Cl:34])=[C:16]([NH:21][C:22](=[O:33])[C:23]3[CH:28]=[CH:27][CH:26]=[C:25]([C:29]([F:32])([F:31])[F:30])[CH:24]=3)[CH:17]=[CH:18][C:19]=2[Cl:20])=[CH:4][C:5]2[CH:10]=[N:9][C:8]([S:11][CH3:12])=[N:7][C:6]=2[N:13]=1.N([O-])=[O:36].[Na+]. The catalyst is C(O)(C(F)(F)F)=O. The product is [Cl:34][C:15]1[C:14]([C:3]2[C:2](=[O:36])[NH:13][C:6]3[N:7]=[C:8]([S:11][CH3:12])[N:9]=[CH:10][C:5]=3[CH:4]=2)=[C:19]([Cl:20])[CH:18]=[CH:17][C:16]=1[NH:21][C:22](=[O:33])[C:23]1[CH:28]=[CH:27][CH:26]=[C:25]([C:29]([F:30])([F:31])[F:32])[CH:24]=1. The yield is 0.965. (9) The reactants are [CH2:1]([O:8][CH2:9][C@H:10]1[CH2:15][CH2:14][C@H:13]2[C@H:16]3[C@H:26]([CH2:27][CH2:28][C@:11]12[CH3:12])[C@:24]1([CH3:25])[C@H:19]([CH2:20][C@@H:21]([OH:29])[CH2:22][CH2:23]1)[C@H:18]([O:30][CH3:31])[CH2:17]3)[C:2]1[CH:7]=[CH:6][CH:5]=[CH:4][CH:3]=1.CC(C)=O.OS(O)(=O)=O.O=[Cr](=O)=O. The catalyst is CC(C)=O. The product is [CH2:1]([O:8][CH2:9][C@H:10]1[CH2:15][CH2:14][C@H:13]2[C@H:16]3[C@H:26]([CH2:27][CH2:28][C@:11]12[CH3:12])[C@:24]1([CH3:25])[C@H:19]([CH2:20][C:21](=[O:29])[CH2:22][CH2:23]1)[C@H:18]([O:30][CH3:31])[CH2:17]3)[C:2]1[CH:3]=[CH:4][CH:5]=[CH:6][CH:7]=1. The yield is 0.950.